Dataset: Full USPTO retrosynthesis dataset with 1.9M reactions from patents (1976-2016). Task: Predict the reactants needed to synthesize the given product. (1) Given the product [CH2:1]([N:8]1[CH2:12][CH:11]2[CH2:13][N:14]([C:16]3[C:17]([CH3:33])=[C:18]([CH3:32])[C:19]4[N:20]([C:22]([I:34])=[C:23]([C:25]5[CH:26]=[CH:27][C:28]([F:31])=[CH:29][CH:30]=5)[N:24]=4)[N:21]=3)[CH2:15][CH:10]2[CH2:9]1)[C:2]1[CH:7]=[CH:6][CH:5]=[CH:4][CH:3]=1, predict the reactants needed to synthesize it. The reactants are: [CH2:1]([N:8]1[CH2:12][CH:11]2[CH2:13][N:14]([C:16]3[C:17]([CH3:33])=[C:18]([CH3:32])[C:19]4[N:20]([CH:22]=[C:23]([C:25]5[CH:30]=[CH:29][C:28]([F:31])=[CH:27][CH:26]=5)[N:24]=4)[N:21]=3)[CH2:15][CH:10]2[CH2:9]1)[C:2]1[CH:7]=[CH:6][CH:5]=[CH:4][CH:3]=1.[I:34]Cl.C(=O)([O-])O.[Na+].S([O-])([O-])(=O)=S.[Na+].[Na+]. (2) Given the product [CH3:1][O:2][C:3](=[O:49])[CH:4]([NH:33][C:34](=[O:48])[CH:35]([CH2:41][C:42]1[CH:43]=[CH:44][CH:45]=[CH:46][CH:47]=1)[CH2:36][S:37][C:38](=[O:40])[CH3:39])[CH2:5][C:6]1[CH:7]=[CH:8][C:9]([O:12][CH2:13][CH2:14][NH:15][CH2:16][C:17]([N:19]2[CH2:23][CH2:22][CH2:21][CH:20]2[C:24]#[N:25])=[O:18])=[CH:10][CH:11]=1, predict the reactants needed to synthesize it. The reactants are: [CH3:1][O:2][C:3](=[O:49])[CH:4]([NH:33][C:34](=[O:48])[CH:35]([CH2:41][C:42]1[CH:47]=[CH:46][CH:45]=[CH:44][CH:43]=1)[CH2:36][S:37][C:38](=[O:40])[CH3:39])[CH2:5][C:6]1[CH:11]=[CH:10][C:9]([O:12][CH2:13][CH2:14][N:15](C(OC(C)(C)C)=O)[CH2:16][C:17]([N:19]2[CH2:23][CH2:22][CH2:21][CH:20]2[C:24]#[N:25])=[O:18])=[CH:8][CH:7]=1.FC(F)(F)C(O)=O. (3) Given the product [O:3]1[C:7]2[CH:8]=[CH:9][CH:10]=[C:11]([CH:12]3[CH2:17][CH2:16][N:15]([CH2:18][CH2:19][C@H:20]4[CH2:21][CH2:22][C@H:23]([NH:26][C:30](=[O:31])[CH2:29][CH:28]([CH3:33])[CH3:27])[CH2:24][CH2:25]4)[CH2:14][CH2:13]3)[C:6]=2[CH2:5][CH2:4]1, predict the reactants needed to synthesize it. The reactants are: Cl.Cl.[O:3]1[C:7]2[CH:8]=[CH:9][CH:10]=[C:11]([CH:12]3[CH2:17][CH2:16][N:15]([CH2:18][CH2:19][C@H:20]4[CH2:25][CH2:24][C@H:23]([NH2:26])[CH2:22][CH2:21]4)[CH2:14][CH2:13]3)[C:6]=2[CH2:5][CH2:4]1.[CH3:27][CH:28]([CH3:33])[CH2:29][C:30](O)=[O:31].